This data is from Peptide-MHC class II binding affinity with 134,281 pairs from IEDB. The task is: Regression. Given a peptide amino acid sequence and an MHC pseudo amino acid sequence, predict their binding affinity value. This is MHC class II binding data. (1) The peptide sequence is NFTVGRIIELFTAKG. The MHC is DRB1_0701 with pseudo-sequence DRB1_0701. The binding affinity (normalized) is 0.555. (2) The binding affinity (normalized) is 0.511. The peptide sequence is VKITDKNYEHIAAYH. The MHC is DRB5_0101 with pseudo-sequence DRB5_0101. (3) The MHC is DRB1_0101 with pseudo-sequence DRB1_0101. The binding affinity (normalized) is 0. The peptide sequence is PKYVKQNTLKLA. (4) The peptide sequence is LISRVLDGLVMTTIS. The MHC is DRB5_0101 with pseudo-sequence DRB5_0101. The binding affinity (normalized) is 0.0937. (5) The peptide sequence is CDGSILGAAVNGKKS. The MHC is HLA-DQA10102-DQB10501 with pseudo-sequence HLA-DQA10102-DQB10501. The binding affinity (normalized) is 0.714. (6) The peptide sequence is SERPAIVPPADKYRT. The binding affinity (normalized) is 0.124. The MHC is DRB1_0802 with pseudo-sequence DRB1_0802. (7) The peptide sequence is YWTIVKPGDILLINS. The MHC is DRB1_0405 with pseudo-sequence DRB1_0405. The binding affinity (normalized) is 0.420.